Dataset: Full USPTO retrosynthesis dataset with 1.9M reactions from patents (1976-2016). Task: Predict the reactants needed to synthesize the given product. (1) Given the product [N:25]([CH2:19][CH2:18][N:12]1[C:13]([C:14]([O:16][CH3:17])=[O:15])=[C:9]([O:8][CH2:1][C:2]2[CH:7]=[CH:6][CH:5]=[CH:4][CH:3]=2)[C:10]([C:21]([O:23][CH3:24])=[O:22])=[N:11]1)=[N+:26]=[N-:27], predict the reactants needed to synthesize it. The reactants are: [CH2:1]([O:8][C:9]1[C:10]([C:21]([O:23][CH3:24])=[O:22])=[N:11][N:12]([CH2:18][CH2:19]Br)[C:13]=1[C:14]([O:16][CH3:17])=[O:15])[C:2]1[CH:7]=[CH:6][CH:5]=[CH:4][CH:3]=1.[N-:25]=[N+:26]=[N-:27].[Na+]. (2) Given the product [CH3:8][CH:9]([CH3:33])[CH2:10][N:11]1[C:12]2[CH:13]=[CH:14][C:15]([C:35]3[CH:36]=[CH:37][C:38]4[NH:39][C:40]5[C:45]([C:46]=4[CH:47]=3)=[CH:44][C:43]([C:20]3[CH:21]=[CH:22][C:23]4[N:11]([CH2:10][CH:9]([CH3:33])[CH3:8])[C:12]6[C:17]([C:18]=4[CH:19]=3)=[CH:16][CH:15]=[CH:14][CH:13]=6)=[CH:42][CH:41]=5)=[CH:16][C:7]=2[C:1]2[C:6]1=[CH:5][CH:4]=[CH:3][CH:2]=2, predict the reactants needed to synthesize it. The reactants are: [C:1]1([CH3:7])[CH:6]=[CH:5][CH:4]=[CH:3][CH:2]=1.[CH3:8][CH:9]([CH3:33])[CH2:10][N:11]1[C:23]2[CH:22]=[CH:21][C:20](B3OC(C)(C)C(C)(C)O3)=[CH:19][C:18]=2[C:17]2[C:12]1=[CH:13][CH:14]=[CH:15][CH:16]=2.Br[C:35]1[CH:36]=[CH:37][C:38]2[NH:39][C:40]3[C:45]([C:46]=2[CH:47]=1)=[CH:44][C:43](Br)=[CH:42][CH:41]=3.C([O-])([O-])=O.[Na+].[Na+]. (3) Given the product [ClH:29].[C:1]([NH2:12])(=[O:11])[C:2]1[CH:10]=[CH:9][C:8]2[O:7][CH2:6][O:5][C:4]=2[CH:3]=1.[NH:20]([CH2:22][C:23]([OH:25])=[O:24])[CH3:13], predict the reactants needed to synthesize it. The reactants are: [C:1]([NH2:12])(=[O:11])[C:2]1[CH:10]=[CH:9][C:8]2[O:7][CH2:6][O:5][C:4]=2[CH:3]=1.[C:13]([N:20]([CH2:22][C:23]([OH:25])=[O:24])C)(OC(C)(C)C)=O.C([Cl:29])(=O)C. (4) Given the product [CH3:14][C:12]1[CH:13]=[C:8]([C:4]2[CH:3]=[C:2]([NH:1][CH2:27][C:28]([OH:30])=[O:29])[CH:7]=[N:6][CH:5]=2)[CH:9]=[C:10]([NH:15][C:16]2[N:21]=[C:20]([C:22]([F:25])([F:24])[F:23])[CH:19]=[CH:18][N:17]=2)[CH:11]=1, predict the reactants needed to synthesize it. The reactants are: [NH2:1][C:2]1[CH:3]=[C:4]([C:8]2[CH:9]=[C:10]([NH:15][C:16]3[N:21]=[C:20]([C:22]([F:25])([F:24])[F:23])[CH:19]=[CH:18][N:17]=3)[CH:11]=[C:12]([CH3:14])[CH:13]=2)[CH:5]=[N:6][CH:7]=1.O=[CH:27][C:28]([OH:30])=[O:29].FC(F)(F)C(O)=O. (5) Given the product [Cl:39][C:40]([Cl:45])([Cl:44])[C:41]([C:22]1[N:14]2[C:13]([CH2:12][N:11]([C:9]([C:7]3[CH:6]=[CH:5][C:4]([C:25]4[CH:30]=[CH:29][CH:28]=[CH:27][C:26]=4[CH3:31])=[C:3]([O:2][CH3:1])[CH:8]=3)=[O:10])[C:17]3[CH:18]=[CH:19][CH:20]=[CH:21][C:16]=3[CH2:15]2)=[CH:24][CH:23]=1)=[O:42], predict the reactants needed to synthesize it. The reactants are: [CH3:1][O:2][C:3]1[CH:8]=[C:7]([C:9]([N:11]2[C:17]3[CH:18]=[CH:19][CH:20]=[CH:21][C:16]=3[CH2:15][N:14]3[CH:22]=[CH:23][CH:24]=[C:13]3[CH2:12]2)=[O:10])[CH:6]=[CH:5][C:4]=1[C:25]1[CH:30]=[CH:29][CH:28]=[CH:27][C:26]=1[CH3:31].C(N(CC)CC)C.[Cl:39][C:40]([Cl:45])([Cl:44])[C:41](Cl)=[O:42]. (6) Given the product [CH2:42]([NH:41][C:46]([NH:29][C:26]1[CH:27]=[CH:28][C:23]([C:11]2[N:12]=[C:13]([N:17]3[CH2:18][CH2:19][O:20][CH2:21][CH2:22]3)[C:14]3[CH2:15][CH2:16][N:7]([C:3]4[N:2]([CH3:1])[CH:6]=[CH:5][N:4]=4)[CH2:8][C:9]=3[N:10]=2)=[CH:24][CH:25]=1)=[O:34])[CH3:43], predict the reactants needed to synthesize it. The reactants are: [CH3:1][N:2]1[CH:6]=[CH:5][N:4]=[C:3]1[N:7]1[CH2:16][CH2:15][C:14]2[C:13]([N:17]3[CH2:22][CH2:21][O:20][CH2:19][CH2:18]3)=[N:12][C:11]([C:23]3[CH:28]=[CH:27][C:26]([N+:29]([O-])=O)=[CH:25][CH:24]=3)=[N:10][C:9]=2[CH2:8]1.C([O:34]C(OCC)CN)C.[N:41]1[CH:46]=CC=[CH:43][CH:42]=1. (7) Given the product [CH2:23]([O:22][C:11]1[CH:12]=[C:13]([CH2:16][CH:17]([NH2:19])[CH3:18])[CH:14]=[CH:15][C:10]=1[O:9][CH2:7][CH3:8])[CH3:24], predict the reactants needed to synthesize it. The reactants are: [H-].[H-].[H-].[H-].[Li+].[Al+3].[CH2:7]([O:9][C:10]1[CH:15]=[CH:14][C:13]([CH:16]=[C:17]([N+:19]([O-])=O)[CH3:18])=[CH:12][C:11]=1[O:22][CH2:23][CH3:24])[CH3:8].O. (8) The reactants are: [C:1]([O:6][CH3:7])(=[O:5])[C:2]([CH3:4])=[CH2:3].C=C. Given the product [CH2:1]=[CH:2][CH3:3].[C:1]([O:6][CH3:7])(=[O:5])[C:2]([CH3:4])=[CH2:3], predict the reactants needed to synthesize it. (9) Given the product [CH:1]([C:4]1[C:8]([CH2:9][CH2:10][CH2:11][O:12][C:24]2[CH:29]=[CH:28][CH:27]=[CH:26][C:25]=2[CH2:30][C:31]([OH:33])=[O:32])=[CH:7][N:6]([C:13]2[CH:18]=[CH:17][C:16]([C:19]([F:21])([F:20])[F:22])=[CH:15][N:14]=2)[N:5]=1)([CH3:3])[CH3:2], predict the reactants needed to synthesize it. The reactants are: [CH:1]([C:4]1[C:8]([CH2:9][CH2:10][CH2:11][OH:12])=[CH:7][N:6]([C:13]2[CH:18]=[CH:17][C:16]([C:19]([F:22])([F:21])[F:20])=[CH:15][N:14]=2)[N:5]=1)([CH3:3])[CH3:2].O[C:24]1[CH:29]=[CH:28][CH:27]=[CH:26][C:25]=1[CH2:30][C:31]([O:33]C)=[O:32].C(P(CCCC)CCCC)CCC.N(C(N1CCCCC1)=O)=NC(N1CCCCC1)=O.